Dataset: Forward reaction prediction with 1.9M reactions from USPTO patents (1976-2016). Task: Predict the product of the given reaction. (1) Given the reactants [NH2:1][C:2]1[C:3]([CH3:30])=[C:4]([C:19]2[CH:20]=[CH:21][C:22]([O:28][CH3:29])=[C:23]([CH:27]=2)[C:24]([OH:26])=[O:25])[CH:5]=[N:6][C:7]=1[O:8][C:9]1[C:18]2[CH2:17][CH2:16][CH2:15][CH2:14][C:13]=2[CH:12]=[CH:11][CH:10]=1.[Cl:31][C:32]1[CH:37]=[CH:36][CH:35]=[CH:34][C:33]=1[N:38]=[C:39]=[O:40], predict the reaction product. The product is: [Cl:31][C:32]1[CH:37]=[CH:36][CH:35]=[CH:34][C:33]=1[NH:38][C:39](=[O:40])[NH:1][C:2]1[C:3]([CH3:30])=[C:4]([C:19]2[CH:20]=[CH:21][C:22]([O:28][CH3:29])=[C:23]([CH:27]=2)[C:24]([OH:26])=[O:25])[CH:5]=[N:6][C:7]=1[O:8][C:9]1[C:18]2[CH2:17][CH2:16][CH2:15][CH2:14][C:13]=2[CH:12]=[CH:11][CH:10]=1. (2) Given the reactants [CH2:1]([NH2:8])[C:2]1[CH:7]=[CH:6][CH:5]=[CH:4][CH:3]=1.[CH3:9][O:10][CH:11]([O:14][CH3:15])[CH2:12]Cl, predict the reaction product. The product is: [CH2:1]([NH:8][CH2:12][CH:11]([O:14][CH3:15])[O:10][CH3:9])[C:2]1[CH:7]=[CH:6][CH:5]=[CH:4][CH:3]=1. (3) Given the reactants [NH2:1][C:2]1[CH:3]=[C:4]([C:8]2[N:9]=[C:10]([CH2:13][N:14]3[CH:18]=[C:17]([C:19]([O:21][CH2:22][CH3:23])=[O:20])[CH:16]=[N:15]3)[S:11][CH:12]=2)[CH:5]=[CH:6][CH:7]=1.C(N(CC)CC)C.[CH3:31][O:32][CH2:33][C:34](Cl)=[O:35], predict the reaction product. The product is: [CH3:31][O:32][CH2:33][C:34]([NH:1][C:2]1[CH:3]=[C:4]([C:8]2[N:9]=[C:10]([CH2:13][N:14]3[CH:18]=[C:17]([C:19]([O:21][CH2:22][CH3:23])=[O:20])[CH:16]=[N:15]3)[S:11][CH:12]=2)[CH:5]=[CH:6][CH:7]=1)=[O:35].